Dataset: Full USPTO retrosynthesis dataset with 1.9M reactions from patents (1976-2016). Task: Predict the reactants needed to synthesize the given product. (1) Given the product [F:1][C:2]1[C:3]([N:26]2[CH2:31][CH2:30][CH2:29][C@H:28]([CH3:32])[C@@H:27]2[C:33]#[N:35])=[N:4][C:5]([C:8]2[CH:12]=[C:11]([C:13]3[CH:17]=[CH:16][O:15][N:14]=3)[N:10]([CH2:18][C:19]3[CH:24]=[CH:23][CH:22]=[CH:21][C:20]=3[F:25])[N:9]=2)=[N:6][CH:7]=1, predict the reactants needed to synthesize it. The reactants are: [F:1][C:2]1[C:3]([N:26]2[CH2:31][CH2:30][CH2:29][C@H:28]([CH3:32])[C@@H:27]2[C:33]([NH2:35])=O)=[N:4][C:5]([C:8]2[CH:12]=[C:11]([C:13]3[CH:17]=[CH:16][O:15][N:14]=3)[N:10]([CH2:18][C:19]3[CH:24]=[CH:23][CH:22]=[CH:21][C:20]=3[F:25])[N:9]=2)=[N:6][CH:7]=1.FC(F)(F)C(OC(=O)C(F)(F)F)=O.ClCCl.[Cl-].[NH4+]. (2) Given the product [CH3:1][O:2][C:3]1[CH:4]=[C:5]([CH2:9][CH2:10][NH2:11])[CH:6]=[CH:7][CH:8]=1, predict the reactants needed to synthesize it. The reactants are: [CH3:1][O:2][C:3]1[CH:8]=[CH:7][CH:6]=[C:5]([CH:9]=[CH:10][N+:11]([O-])=O)[CH:4]=1.[H-].[H-].[H-].[H-].[Li+].[Al+3]. (3) Given the product [Cl:20][C:21]1[CH:26]=[CH:25][CH:24]=[CH:23][C:22]=1[O:27][C:2]1[C:7]([C:8]([O:10][CH2:11][CH3:12])=[O:9])=[CH:6][N:5]=[C:4]([C:13]2[CH:18]=[CH:17][CH:16]=[C:15]([F:19])[CH:14]=2)[CH:3]=1, predict the reactants needed to synthesize it. The reactants are: Cl[C:2]1[C:7]([C:8]([O:10][CH2:11][CH3:12])=[O:9])=[CH:6][N:5]=[C:4]([C:13]2[CH:18]=[CH:17][CH:16]=[C:15]([F:19])[CH:14]=2)[CH:3]=1.[Cl:20][C:21]1[CH:26]=[CH:25][CH:24]=[CH:23][C:22]=1[OH:27].C(=O)([O-])[O-].[K+].[K+]. (4) Given the product [ClH:15].[ClH:15].[NH2:11][C@H:3]([CH2:4][C:5]1[CH:6]=[N:7][CH:8]=[CH:9][CH:10]=1)[CH2:2][OH:1], predict the reactants needed to synthesize it. The reactants are: [OH:1][CH2:2][C@H:3]([NH:11]C(=O)C)[CH2:4][C:5]1[CH:6]=[N:7][CH:8]=[CH:9][CH:10]=1.[ClH:15]. (5) Given the product [C:35]([OH:43])(=[O:42])[CH:36]([CH2:38][C:39]([OH:41])=[O:40])[OH:37].[Cl:1][C:2]1[CH:3]=[CH:4][C:5]([C:6]([NH:8][CH:9]([CH2:21][C:22]2[C:31]3[C:26](=[CH:27][CH:28]=[CH:29][CH:30]=3)[NH:25][C:24](=[O:32])[CH:23]=2)[C:10]([O:12][CH2:13][CH2:14][N:15]2[CH2:16][CH2:17][O:18][CH2:19][CH2:20]2)=[O:11])=[O:7])=[CH:33][CH:34]=1, predict the reactants needed to synthesize it. The reactants are: [Cl:1][C:2]1[CH:34]=[CH:33][C:5]([C:6]([NH:8][CH:9]([CH2:21][C:22]2[C:31]3[C:26](=[CH:27][CH:28]=[CH:29][CH:30]=3)[NH:25][C:24](=[O:32])[CH:23]=2)[C:10]([O:12][CH2:13][CH2:14][N:15]2[CH2:20][CH2:19][O:18][CH2:17][CH2:16]2)=[O:11])=[O:7])=[CH:4][CH:3]=1.[C:35]([OH:43])(=[O:42])[CH:36]([CH2:38][C:39]([OH:41])=[O:40])[OH:37].